From a dataset of Forward reaction prediction with 1.9M reactions from USPTO patents (1976-2016). Predict the product of the given reaction. (1) Given the reactants [C:1]([O:5][C:6]([NH:8][C@H:9]([C:25]([NH:27][C:28]1[CH:29]=[N:30][CH:31]=[C:32]([F:51])[C:33]=1[CH2:34][CH2:35][C@H:36]1[O:41][CH2:40][C@@H:39]([CH2:42][OH:43])[N:38]([C:44]([O:46][C:47]([CH3:50])([CH3:49])[CH3:48])=[O:45])[CH2:37]1)=[O:26])[CH:10]([C:18]1[CH:23]=[CH:22][C:21]([F:24])=[CH:20][CH:19]=1)[C:11]1[CH:16]=[CH:15][C:14]([F:17])=[CH:13][CH:12]=1)=[O:7])([CH3:4])([CH3:3])[CH3:2].C1N=CN([C:57](N2C=NC=C2)=[O:58])C=1.[F:64][C:65]([F:69])([F:68])[CH2:66][NH2:67], predict the reaction product. The product is: [C:1]([O:5][C:6]([NH:8][C@H:9]([C:25]([NH:27][C:28]1[CH:29]=[N:30][CH:31]=[C:32]([F:51])[C:33]=1[CH2:34][CH2:35][C@H:36]1[O:41][CH2:40][C@@H:39]([CH2:42][O:43][C:57](=[O:58])[NH:67][CH2:66][C:65]([F:69])([F:68])[F:64])[N:38]([C:44]([O:46][C:47]([CH3:50])([CH3:49])[CH3:48])=[O:45])[CH2:37]1)=[O:26])[CH:10]([C:11]1[CH:16]=[CH:15][C:14]([F:17])=[CH:13][CH:12]=1)[C:18]1[CH:23]=[CH:22][C:21]([F:24])=[CH:20][CH:19]=1)=[O:7])([CH3:3])([CH3:4])[CH3:2]. (2) The product is: [NH2:1][C:2]1[C:3]2[C:10]([C:11]3[CH:12]=[CH:13][C:14]([O:17][CH2:18][C:19]4[N:23]([CH2:24][O:25][C:26](=[O:31])[C:27]([CH3:30])([CH3:29])[CH3:28])[N:22]=[N:21][CH:20]=4)=[CH:15][CH:16]=3)=[C:9]([Br:51])[N:8]([C@@H:32]3[CH2:36][CH2:35][N:34]([C:37]([O:39][C:40]([CH3:43])([CH3:42])[CH3:41])=[O:38])[CH2:33]3)[C:4]=2[N:5]=[CH:6][N:7]=1. Given the reactants [NH2:1][C:2]1[C:3]2[C:10]([C:11]3[CH:16]=[CH:15][C:14]([O:17][CH2:18][C:19]4[N:23]([CH2:24][O:25][C:26](=[O:31])[C:27]([CH3:30])([CH3:29])[CH3:28])[N:22]=[N:21][CH:20]=4)=[CH:13][CH:12]=3)=[CH:9][N:8]([C@@H:32]3[CH2:36][CH2:35][N:34]([C:37]([O:39][C:40]([CH3:43])([CH3:42])[CH3:41])=[O:38])[CH2:33]3)[C:4]=2[N:5]=[CH:6][N:7]=1.C1C(=O)N([Br:51])C(=O)C1, predict the reaction product. (3) Given the reactants [CH3:1][NH:2][C:3]([C:5]1[C:6]([CH3:11])=[CH:7][CH:8]=[CH:9][CH:10]=1)=[O:4].[CH2:12]([O:19][CH2:20][CH2:21][O:22][C:23]1[CH:30]=[CH:29][C:26](C#N)=[C:25]([O:31][CH3:32])[CH:24]=1)[C:13]1[CH:18]=[CH:17][CH:16]=[CH:15][CH:14]=1, predict the reaction product. The product is: [CH2:12]([O:19][CH2:20][CH2:21][O:22][C:23]1[CH:30]=[CH:29][C:26]([C:1]2[NH:2][C:3](=[O:4])[C:5]3[C:6]([CH:11]=2)=[CH:7][CH:8]=[CH:9][CH:10]=3)=[C:25]([O:31][CH3:32])[CH:24]=1)[C:13]1[CH:14]=[CH:15][CH:16]=[CH:17][CH:18]=1. (4) Given the reactants [Cl:1][C:2]1[C:7]([C:8]([F:11])([F:10])[F:9])=[CH:6][CH:5]=[CH:4][C:3]=1[C:12]([N:14]1[CH2:19][CH2:18][N:17]2[C:20]([C:23]3[CH:28]=[CH:27][CH:26]=[CH:25][CH:24]=3)=[N:21][N:22]=[C:16]2[CH2:15]1)=[O:13].[F:29]C1C=CC(B(O)O)=CC=1.C1(B(O)O)C=CC=CC=1.CCCC(C)C, predict the reaction product. The product is: [Cl:1][C:2]1[C:7]([C:8]([F:10])([F:9])[F:11])=[CH:6][CH:5]=[CH:4][C:3]=1[C:12]([N:14]1[CH2:19][CH2:18][N:17]2[C:20]([C:23]3[CH:28]=[CH:27][C:26]([F:29])=[CH:25][CH:24]=3)=[N:21][N:22]=[C:16]2[CH2:15]1)=[O:13]. (5) Given the reactants C(OC(=O)[NH:7][C@@H:8]1[C:14](=[O:15])[NH:13][C:12]2[CH:16]=[CH:17][C:18]([C:20]3[NH:24][N:23]=[N:22][N:21]=3)=[CH:19][C:11]=2[CH2:10][CH2:9]1)(C)(C)C.Cl, predict the reaction product. The product is: [NH2:7][C@@H:8]1[C:14](=[O:15])[NH:13][C:12]2[CH:16]=[CH:17][C:18]([C:20]3[NH:24][N:23]=[N:22][N:21]=3)=[CH:19][C:11]=2[CH2:10][CH2:9]1. (6) The product is: [F:8][C:7]1[CH:6]=[CH:5][C:4]([S:9][CH3:10])=[CH:3][C:2]=1[C:19]([CH:21]1[CH2:26][CH2:25][N:24]([C:27]([O:29][C:30]([CH3:33])([CH3:32])[CH3:31])=[O:28])[CH2:23][CH2:22]1)=[O:20]. Given the reactants Br[C:2]1[CH:3]=[C:4]([S:9][CH3:10])[CH:5]=[CH:6][C:7]=1[F:8].C([Li])(C)(C)C.CON(C)[C:19]([CH:21]1[CH2:26][CH2:25][N:24]([C:27]([O:29][C:30]([CH3:33])([CH3:32])[CH3:31])=[O:28])[CH2:23][CH2:22]1)=[O:20], predict the reaction product.